From a dataset of Reaction yield outcomes from USPTO patents with 853,638 reactions. Predict the reaction yield, written as a fraction of the theoretical maximum amount of product (1.0 means a 100% yield; for example, 0.34 means a 34% yield). The reactants are [Br:1][C:2]1[CH:7]=[CH:6][C:5]([C:8](=[O:10])[CH3:9])=[CH:4][CH:3]=1.[Br:11]Br. The catalyst is C(O)(=O)C. The product is [Br:11][CH2:9][C:8]([C:5]1[CH:6]=[CH:7][C:2]([Br:1])=[CH:3][CH:4]=1)=[O:10]. The yield is 0.670.